From a dataset of NCI-60 drug combinations with 297,098 pairs across 59 cell lines. Regression. Given two drug SMILES strings and cell line genomic features, predict the synergy score measuring deviation from expected non-interaction effect. (1) Drug 1: COC1=C(C=C2C(=C1)N=CN=C2NC3=CC(=C(C=C3)F)Cl)OCCCN4CCOCC4. Drug 2: CCC1(CC2CC(C3=C(CCN(C2)C1)C4=CC=CC=C4N3)(C5=C(C=C6C(=C5)C78CCN9C7C(C=CC9)(C(C(C8N6C=O)(C(=O)OC)O)OC(=O)C)CC)OC)C(=O)OC)O.OS(=O)(=O)O. Cell line: MCF7. Synergy scores: CSS=48.1, Synergy_ZIP=5.32, Synergy_Bliss=6.41, Synergy_Loewe=7.11, Synergy_HSA=7.15. (2) Drug 1: CN(C)C1=NC(=NC(=N1)N(C)C)N(C)C. Drug 2: CCC1(CC2CC(C3=C(CCN(C2)C1)C4=CC=CC=C4N3)(C5=C(C=C6C(=C5)C78CCN9C7C(C=CC9)(C(C(C8N6C=O)(C(=O)OC)O)OC(=O)C)CC)OC)C(=O)OC)O.OS(=O)(=O)O. Cell line: SF-539. Synergy scores: CSS=29.7, Synergy_ZIP=3.41, Synergy_Bliss=7.90, Synergy_Loewe=-17.7, Synergy_HSA=5.99. (3) Drug 1: CC1OCC2C(O1)C(C(C(O2)OC3C4COC(=O)C4C(C5=CC6=C(C=C35)OCO6)C7=CC(=C(C(=C7)OC)O)OC)O)O. Drug 2: CCC1(CC2CC(C3=C(CCN(C2)C1)C4=CC=CC=C4N3)(C5=C(C=C6C(=C5)C78CCN9C7C(C=CC9)(C(C(C8N6C)(C(=O)OC)O)OC(=O)C)CC)OC)C(=O)OC)O.OS(=O)(=O)O. Cell line: SF-295. Synergy scores: CSS=44.9, Synergy_ZIP=-2.61, Synergy_Bliss=-3.85, Synergy_Loewe=-0.809, Synergy_HSA=0.787. (4) Drug 1: C1=C(C(=O)NC(=O)N1)N(CCCl)CCCl. Drug 2: C1=NNC2=C1C(=O)NC=N2. Cell line: RXF 393. Synergy scores: CSS=2.97, Synergy_ZIP=-7.75, Synergy_Bliss=-9.24, Synergy_Loewe=-13.1, Synergy_HSA=-8.11.